Dataset: Full USPTO retrosynthesis dataset with 1.9M reactions from patents (1976-2016). Task: Predict the reactants needed to synthesize the given product. (1) Given the product [C:1]1([CH3:13])[CH:6]=[CH:5][CH:4]=[C:3]([CH:7]([CH3:12])[C:8]([OH:10])=[O:9])[CH:2]=1, predict the reactants needed to synthesize it. The reactants are: [C:1]1([CH3:13])[CH:6]=[CH:5][CH:4]=[C:3]([CH:7]([CH3:12])[C:8]([O:10]C)=[O:9])[CH:2]=1.O.[OH-].[Li+]. (2) Given the product [C@@H:6]1([O:24][C:25]2[C:30]([CH2:31][C:32]3[CH:33]=[CH:34][C:35]([CH2:38][CH:39]([O:46][CH3:48])[O:40][CH3:41])=[CH:36][CH:37]=3)=[C:29]([CH3:44])[CH:28]=[C:27]([CH3:45])[N:26]=2)[O:7][C@H:8]([CH2:19][OH:20])[C@@H:9]([OH:15])[C@H:10]([OH:11])[C@H:5]1[OH:4], predict the reactants needed to synthesize it. The reactants are: C([O:4][C@@H:5]1[C@@H:10]([O:11]C(=O)C)[C@H:9]([O:15]C(=O)C)[C@@H:8]([CH2:19][O:20]C(=O)C)[O:7][C@H:6]1[O:24][C:25]1[C:30]([CH2:31][C:32]2[CH:37]=[CH:36][C:35]([CH2:38][CH2:39][O:40][CH2:41]OC)=[CH:34][CH:33]=2)=[C:29]([CH3:44])[CH:28]=[C:27]([CH3:45])[N:26]=1)(=O)C.[OH-:46].[Na+].[CH3:48]O. (3) The reactants are: [I-].[CH3:2][S+](C)C.[H-].[Na+].[Cl:8][C:9]1[CH:18]=[C:17]2[C:12]([CH:13]=[CH:14][C:15](/[CH:19]=[CH:20]/[C:21]3[CH:22]=[C:23]([CH:26]=[CH:27][CH:28]=3)[CH:24]=[O:25])=[N:16]2)=[CH:11][CH:10]=1.O. Given the product [Cl:8][C:9]1[CH:18]=[C:17]2[C:12]([CH:13]=[CH:14][C:15](/[CH:19]=[CH:20]/[C:21]3[CH:28]=[CH:27][CH:26]=[C:23]([CH:24]4[CH2:2][O:25]4)[CH:22]=3)=[N:16]2)=[CH:11][CH:10]=1, predict the reactants needed to synthesize it. (4) Given the product [N:25]1[CH:26]=[CH:27][C:22]([CH2:21][O:12][CH:10]2[CH2:11][N:8]([C:1]([O:3][C:4]([CH3:7])([CH3:6])[CH3:5])=[O:2])[CH2:9]2)=[CH:23][CH:24]=1, predict the reactants needed to synthesize it. The reactants are: [C:1]([N:8]1[CH2:11][CH:10]([OH:12])[CH2:9]1)([O:3][C:4]([CH3:7])([CH3:6])[CH3:5])=[O:2].CC([O-])(C)C.[K+].Br.Br[CH2:21][C:22]1[CH:27]=[CH:26][N:25]=[CH:24][CH:23]=1.CCN(C(C)C)C(C)C. (5) The reactants are: [C:1]1([CH:7]=[CH:8][C:9](=[O:21])[CH2:10][C:11](=[O:20])[CH:12]=[CH:13][C:14]2[CH:19]=[CH:18][CH:17]=[CH:16][CH:15]=2)[CH:6]=[CH:5][CH:4]=[CH:3][CH:2]=1. Given the product [C:14]1([CH2:13][CH2:12][C:11](=[O:20])[CH2:10][C:9](=[O:21])[CH2:8][CH2:7][C:1]2[CH:2]=[CH:3][CH:4]=[CH:5][CH:6]=2)[CH:15]=[CH:16][CH:17]=[CH:18][CH:19]=1, predict the reactants needed to synthesize it.